Regression. Given a peptide amino acid sequence and an MHC pseudo amino acid sequence, predict their binding affinity value. This is MHC class I binding data. From a dataset of Peptide-MHC class I binding affinity with 185,985 pairs from IEDB/IMGT. (1) The peptide sequence is YRTLGVFRY. The MHC is HLA-B18:01 with pseudo-sequence HLA-B18:01. The binding affinity (normalized) is 0.0847. (2) The peptide sequence is LFMSHVKSV. The MHC is HLA-B15:01 with pseudo-sequence HLA-B15:01. The binding affinity (normalized) is 0.110. (3) The peptide sequence is EISTNIRQ. The MHC is HLA-A02:01 with pseudo-sequence HLA-A02:01. The binding affinity (normalized) is 0. (4) The MHC is HLA-A11:01 with pseudo-sequence HLA-A11:01. The peptide sequence is AYHPQQFIY. The binding affinity (normalized) is 0.0375. (5) The peptide sequence is WENGFKVVL. The MHC is HLA-A31:01 with pseudo-sequence HLA-A31:01. The binding affinity (normalized) is 0.0847.